This data is from Forward reaction prediction with 1.9M reactions from USPTO patents (1976-2016). The task is: Predict the product of the given reaction. Given the reactants C[O:2][C:3]([C:5]1[CH:14]=[CH:13][C:12]2[C:7](=[CH:8][CH:9]=[C:10]([CH2:15][NH:16][CH:17]3[CH:22]([C:23]4[CH:28]=[CH:27][C:26]([O:29][CH2:30][CH2:31][CH2:32][O:33][CH2:34][C:35]5[CH:40]=[CH:39][CH:38]=[CH:37][C:36]=5[F:41])=[CH:25][CH:24]=4)[CH2:21][CH2:20][NH:19][CH2:18]3)[CH:11]=2)[CH:6]=1)=[O:4].[Li+].[OH-], predict the reaction product. The product is: [F:41][C:36]1[CH:37]=[CH:38][CH:39]=[CH:40][C:35]=1[CH2:34][O:33][CH2:32][CH2:31][CH2:30][O:29][C:26]1[CH:27]=[CH:28][C:23]([CH:22]2[CH2:21][CH2:20][NH:19][CH2:18][CH:17]2[NH:16][CH2:15][C:10]2[CH:11]=[C:12]3[C:7](=[CH:8][CH:9]=2)[CH:6]=[C:5]([C:3]([OH:4])=[O:2])[CH:14]=[CH:13]3)=[CH:24][CH:25]=1.